Dataset: Reaction yield outcomes from USPTO patents with 853,638 reactions. Task: Predict the reaction yield, written as a fraction of the theoretical maximum amount of product (1.0 means a 100% yield; for example, 0.34 means a 34% yield). (1) The reactants are COP([CH2:7][C:8](=[O:16])[C:9]([F:15])([F:14])[CH2:10][CH2:11][CH2:12][CH3:13])(=O)OC.[OH-].[K+].[C:19]([O:22][C@@H:23]1[C@H:27]([CH2:28][CH2:29][CH2:30][CH2:31][CH2:32][CH2:33][C:34]([O:36][CH3:37])=[O:35])[C@@H:26]([CH:38]=O)[C@H:25]([O:40][CH:41]2[CH2:46][CH2:45][CH2:44][CH2:43][O:42]2)[CH2:24]1)(=[O:21])[CH3:20].O. The catalyst is COC(C)(C)C. The product is [C:19]([O:22][C@@H:23]1[C@H:27]([CH2:28][CH2:29][CH2:30][CH2:31][CH2:32][CH2:33][C:34]([O:36][CH3:37])=[O:35])[C@@H:26](/[CH:38]=[CH:7]/[C:8](=[O:16])[C:9]([F:14])([F:15])[CH2:10][CH2:11][CH2:12][CH3:13])[C@H:25]([O:40][CH:41]2[CH2:46][CH2:45][CH2:44][CH2:43][O:42]2)[CH2:24]1)(=[O:21])[CH3:20]. The yield is 0.806. (2) The reactants are C([O:8][CH2:9][CH2:10][N:11]1[CH2:16][CH2:15][CH:14]([CH2:17][CH2:18][CH2:19][CH2:20][NH2:21])[CH2:13][CH2:12]1)C1C=CC=CC=1. The catalyst is [Pd].CO. The product is [NH2:21][CH2:20][CH2:19][CH2:18][CH2:17][CH:14]1[CH2:15][CH2:16][N:11]([CH2:10][CH2:9][OH:8])[CH2:12][CH2:13]1. The yield is 0.900. (3) The reactants are [CH:1]1([CH2:6][CH:7]([N:11]2[C:16](=[O:17])[CH:15]=[C:14](I)[CH:13]=[N:12]2)[C:8]([OH:10])=O)[CH2:5][CH2:4][CH2:3][CH2:2]1.C(N(CC)C(C)C)(C)C.F[P-](F)(F)(F)(F)F.[N:35]1([O:44][P+](N(C)C)(N(C)C)N(C)C)[C:39]2[CH:40]=[CH:41][CH:42]=[CH:43][C:38]=2[N:37]=[N:36]1.[CH3:55][C:56]1([CH3:68])[O:60][C@H:59]([CH2:61][N:62]2[CH:66]=[CH:65][C:64]([NH2:67])=[N:63]2)[CH2:58][O:57]1. The catalyst is CN(C)C=O.C(OCC)(=O)C. The product is [N:35]1([O:44][C:14]2[CH:13]=[N:12][N:11]([CH:7]([CH2:6][CH:1]3[CH2:2][CH2:3][CH2:4][CH2:5]3)[C:8]([NH:67][C:64]3[CH:65]=[CH:66][N:62]([CH2:61][C@@H:59]4[CH2:58][O:57][C:56]([CH3:68])([CH3:55])[O:60]4)[N:63]=3)=[O:10])[C:16](=[O:17])[CH:15]=2)[C:39]2[CH:40]=[CH:41][CH:42]=[CH:43][C:38]=2[N:37]=[N:36]1. The yield is 0.510. (4) The reactants are [NH:1]([C:8]([NH:21][C:22]1[CH:27]=[CH:26][CH:25]=[CH:24][CH:23]=1)=[CH:9][C:10]([C:12]1[C:13](Cl)=[N:14][C:15]([CH3:19])=[CH:16][C:17]=1[Cl:18])=[O:11])[C:2]1[CH:7]=[CH:6][CH:5]=[CH:4][CH:3]=1.CC([O-])(C)C.[K+]. The catalyst is O1CCOCC1. The product is [NH:1]([C:8]1[N:21]([C:22]2[CH:27]=[CH:26][CH:25]=[CH:24][CH:23]=2)[C:13]2[C:12]([C:10](=[O:11])[CH:9]=1)=[C:17]([Cl:18])[CH:16]=[C:15]([CH3:19])[N:14]=2)[C:2]1[CH:7]=[CH:6][CH:5]=[CH:4][CH:3]=1. The yield is 0.140. (5) The reactants are Cl[C:2]1[N:3]=[C:4]([OH:12])[C:5]2[CH:11]=[CH:10][N:9]=[CH:8][C:6]=2[N:7]=1.[OH:13][C:14]1[CH:19]=[CH:18][C:17]([N:20]([CH3:30])[C:21](=[O:29])[CH2:22][C:23]2[CH:28]=[CH:27][CH:26]=[CH:25][CH:24]=2)=[CH:16][CH:15]=1. No catalyst specified. The product is [OH:12][C:4]1[C:5]2[CH:11]=[CH:10][N:9]=[CH:8][C:6]=2[N:7]=[C:2]([O:13][C:14]2[CH:19]=[CH:18][C:17]([N:20]([CH3:30])[C:21](=[O:29])[CH2:22][C:23]3[CH:24]=[CH:25][CH:26]=[CH:27][CH:28]=3)=[CH:16][CH:15]=2)[N:3]=1. The yield is 0.280.